This data is from Reaction yield outcomes from USPTO patents with 853,638 reactions. The task is: Predict the reaction yield, written as a fraction of the theoretical maximum amount of product (1.0 means a 100% yield; for example, 0.34 means a 34% yield). (1) The reactants are [CH:1](=[O:19])[CH2:2][CH2:3][CH2:4][CH2:5][CH2:6][CH2:7][CH2:8][CH2:9][CH2:10][CH2:11][CH2:12][CH2:13][CH2:14][CH2:15][CH2:16][CH2:17][CH3:18].[N+:20]([CH3:23])([O-:22])=[O:21]. The catalyst is CCOCC. The product is [N+:20]([CH2:23][CH:1]([OH:19])[CH2:2][CH2:3][CH2:4][CH2:5][CH2:6][CH2:7][CH2:8][CH2:9][CH2:10][CH2:11][CH2:12][CH2:13][CH2:14][CH2:15][CH2:16][CH2:17][CH3:18])([O-:22])=[O:21]. The yield is 0.890. (2) The reactants are [O:1]=[C:2]1[CH:6]=[CH:5][C:4](=[O:7])[N:3]1[CH2:8][CH2:9][CH2:10][CH2:11][C:12]([OH:14])=O.CN(C(ON1N=NC2C=CC=NC1=2)=[N+](C)C)C.F[P-](F)(F)(F)(F)F.CCN(C(C)C)C(C)C.FC(F)(F)C(O)=O.[CH3:55][NH:56][C:57]([CH3:105])([C:59]([NH:61][C@H:62]([C:66]([N:68]([C@@H:70]([C@@H:101]([CH3:104])[CH2:102][CH3:103])[C@H:71]([O:99][CH3:100])[CH2:72][C:73]([N:75]1[CH2:79][CH2:78][CH2:77][C@H:76]1[C@H:80]([O:97][CH3:98])[C@@H:81]([CH3:96])[C:82]([NH:84][C@H:85]([C:93]([OH:95])=[O:94])[CH2:86][C:87]1[CH:92]=[CH:91][CH:90]=[CH:89][CH:88]=1)=[O:83])=[O:74])[CH3:69])=[O:67])[CH:63]([CH3:65])[CH3:64])=[O:60])[CH3:58]. The catalyst is ClCCl.CS(C)=O.CN(C=O)C. The product is [O:7]=[C:4]1[CH:5]=[CH:6][C:2](=[O:1])[N:3]1[CH2:8][CH2:9][CH2:10][CH2:11][C:12]([N:56]([CH3:55])[C:57]([CH3:105])([C:59]([NH:61][C@H:62]([C:66]([N:68]([C@@H:70]([C@@H:101]([CH3:104])[CH2:102][CH3:103])[C@H:71]([O:99][CH3:100])[CH2:72][C:73]([N:75]1[CH2:79][CH2:78][CH2:77][C@H:76]1[C@H:80]([O:97][CH3:98])[C@@H:81]([CH3:96])[C:82]([NH:84][C@H:85]([C:93]([OH:95])=[O:94])[CH2:86][C:87]1[CH:92]=[CH:91][CH:90]=[CH:89][CH:88]=1)=[O:83])=[O:74])[CH3:69])=[O:67])[CH:63]([CH3:64])[CH3:65])=[O:60])[CH3:58])=[O:14]. The yield is 0.0330.